The task is: Predict the product of the given reaction.. This data is from Forward reaction prediction with 1.9M reactions from USPTO patents (1976-2016). (1) Given the reactants C(OC([NH:11][C@@H:12]1[CH2:17][CH2:16][N:15]([CH2:18][CH2:19][N:20]2[C:29]3[C:24](=[C:25]([F:31])[CH:26]=[C:27]([F:30])[CH:28]=3)[CH:23]=[CH:22][C:21]2=[O:32])[CH2:14][C@H:13]1[C:33]([O:35][CH3:36])=[O:34])=O)C1C=CC=CC=1.N[C@@H]1CCN(CCN2C3C(=C(F)C=C(F)C=3)C=CC2=O)C[C@@H]1C(OC)=O, predict the reaction product. The product is: [NH2:11][C@@H:12]1[CH2:17][CH2:16][N:15]([CH2:18][CH2:19][N:20]2[C:29]3[C:24](=[C:25]([F:31])[CH:26]=[C:27]([F:30])[CH:28]=3)[CH:23]=[CH:22][C:21]2=[O:32])[CH2:14][C@H:13]1[C:33]([O:35][CH3:36])=[O:34]. (2) Given the reactants [NH2:1][C@@H:2]([CH:66]([CH3:68])[CH3:67])[C:3]([NH:5][C@@H:6]([CH3:65])[C:7]([NH:9][C:10]1[CH:15]=[CH:14][C:13]([C:16]2[CH2:17][C@H:18]3[CH:24]=[N:23][C:22]4[CH:25]=[C:26]([O:31][CH2:32][CH2:33][CH2:34][O:35][C:36]5[C:37]([O:61][CH3:62])=[CH:38][C:39]6[C:45](=[O:46])[N:44]7[CH:47]=[C:48]([C:50]8[CH:59]=[CH:58][C:53]([C:54]([O:56]C)=[O:55])=[CH:52][CH:51]=8)[CH2:49][C@H:43]7[CH:42]=[N:41][C:40]=6[CH:60]=5)[C:27]([O:29][CH3:30])=[CH:28][C:21]=4[C:20](=[O:63])[N:19]3[CH:64]=2)=[CH:12][CH:11]=1)=[O:8])=[O:4].[OH-].[Li+], predict the reaction product. The product is: [NH2:1][C@@H:2]([CH:66]([CH3:68])[CH3:67])[C:3]([NH:5][C@@H:6]([CH3:65])[C:7]([NH:9][C:10]1[CH:11]=[CH:12][C:13]([C:16]2[CH2:17][C@H:18]3[CH:24]=[N:23][C:22]4[CH:25]=[C:26]([O:31][CH2:32][CH2:33][CH2:34][O:35][C:36]5[C:37]([O:61][CH3:62])=[CH:38][C:39]6[C:45](=[O:46])[N:44]7[CH:47]=[C:48]([C:50]8[CH:51]=[CH:52][C:53]([C:54]([OH:56])=[O:55])=[CH:58][CH:59]=8)[CH2:49][C@H:43]7[CH:42]=[N:41][C:40]=6[CH:60]=5)[C:27]([O:29][CH3:30])=[CH:28][C:21]=4[C:20](=[O:63])[N:19]3[CH:64]=2)=[CH:14][CH:15]=1)=[O:8])=[O:4]. (3) Given the reactants C(Cl)CCl.C1C=CC2N(O)N=NC=2C=1.C(N(CC)CC)C.[N+:22]([C:25]1[C:26]([C:30]([OH:32])=O)=[N:27][NH:28][CH:29]=1)([O-:24])=[O:23].Cl.Cl.[CH3:35][O:36][C:37]1[CH:38]=[C:39]([NH2:46])[C:40]([NH2:45])=[CH:41][C:42]=1[O:43][CH3:44], predict the reaction product. The product is: [NH2:45][C:40]1[CH:41]=[C:42]([O:43][CH3:44])[C:37]([O:36][CH3:35])=[CH:38][C:39]=1[NH:46][C:30]([C:26]1[C:25]([N+:22]([O-:24])=[O:23])=[CH:29][NH:28][N:27]=1)=[O:32]. (4) Given the reactants Br[C:2]1[CH:3]=[C:4](/[CH:8]=[CH:9]/[C:10]2[N:11]([CH2:23][CH3:24])[CH:12]=[C:13]([C:15]3[CH:20]=[CH:19][C:18]([Cl:21])=[CH:17][C:16]=3[Cl:22])[N:14]=2)[CH:5]=[CH:6][CH:7]=1.[OH:25][C:26]1[CH:31]=[CH:30][C:29](B(O)O)=[CH:28][CH:27]=1, predict the reaction product. The product is: [Cl:22][C:16]1[CH:17]=[C:18]([Cl:21])[CH:19]=[CH:20][C:15]=1[C:13]1[N:14]=[C:10](/[CH:9]=[CH:8]/[C:4]2[CH:3]=[C:2]([C:29]3[CH:30]=[CH:31][C:26]([OH:25])=[CH:27][CH:28]=3)[CH:7]=[CH:6][CH:5]=2)[N:11]([CH2:23][CH3:24])[CH:12]=1. (5) Given the reactants C([O-])(=O)C.[Cs+].Br[C:7]1[CH:12]=[C:11]([F:13])[C:10]([F:14])=[CH:9][C:8]=1[C:15]1[C:19]([CH:20]([CH:35]2[CH2:37][CH2:36]2)[NH:21][S:22]([C:25]2[CH:30]=[CH:29][C:28]([C:31]([F:34])([F:33])[F:32])=[CH:27][CH:26]=2)(=[O:24])=[O:23])=[CH:18][N:17]([CH2:38][O:39][CH2:40][CH2:41][Si:42]([CH3:45])([CH3:44])[CH3:43])[N:16]=1, predict the reaction product. The product is: [CH:35]1([CH:20]2[C:19]3=[CH:18][N:17]([CH2:38][O:39][CH2:40][CH2:41][Si:42]([CH3:45])([CH3:44])[CH3:43])[N:16]=[C:15]3[C:8]3[CH:9]=[C:10]([F:14])[C:11]([F:13])=[CH:12][C:7]=3[N:21]2[S:22]([C:25]2[CH:30]=[CH:29][C:28]([C:31]([F:34])([F:33])[F:32])=[CH:27][CH:26]=2)(=[O:24])=[O:23])[CH2:37][CH2:36]1. (6) Given the reactants [N:1]1[CH:6]=[CH:5][C:4]([CH2:7][CH2:8][CH2:9][OH:10])=[CH:3][CH:2]=1.CC(OI1(OC(C)=O)(OC(C)=O)OC(=O)C2C=CC=CC1=2)=O, predict the reaction product. The product is: [N:1]1[CH:6]=[CH:5][C:4]([CH2:7][CH2:8][CH:9]=[O:10])=[CH:3][CH:2]=1.